Dataset: Reaction yield outcomes from USPTO patents with 853,638 reactions. Task: Predict the reaction yield, written as a fraction of the theoretical maximum amount of product (1.0 means a 100% yield; for example, 0.34 means a 34% yield). (1) The reactants are O.Cl.[NH2:3][C@@H:4]([C:7]([OH:9])=[O:8])[CH2:5][SH:6].[OH:10][C:11]1[CH:18]=[C:17]([OH:19])[CH:16]=[CH:15][C:12]=1[C:13]#N.P([O-])([O-])([O-])=O.C([O-])(O)=O.[Na+]. The catalyst is CO. The product is [OH:10][C:11]1[CH:18]=[C:17]([OH:19])[CH:16]=[CH:15][C:12]=1[C:13]1[S:6][CH2:5][C@H:4]([C:7]([OH:9])=[O:8])[N:3]=1. The yield is 0.660. (2) The reactants are C1(S([N:10]2[C:14]3=[N:15][CH:16]=[C:17]([C:19]([F:22])([F:21])[F:20])[CH:18]=[C:13]3[CH:12]=[C:11]2[C:23]([C:30]2[CH:35]=[CH:34][C:33]([S:36]([CH3:39])(=[O:38])=[O:37])=[CH:32][CH:31]=2)=[CH:24][CH:25]2[CH2:29][CH2:28][CH2:27][CH2:26]2)(=O)=O)C=CC=CC=1.[F-].C([N+](CCCC)(CCCC)CCCC)CCC.O1CCCC1. The catalyst is [Cl-].[Na+].O. The product is [CH:25]1([CH:24]=[C:23]([C:11]2[NH:10][C:14]3=[N:15][CH:16]=[C:17]([C:19]([F:21])([F:22])[F:20])[CH:18]=[C:13]3[CH:12]=2)[C:30]2[CH:35]=[CH:34][C:33]([S:36]([CH3:39])(=[O:37])=[O:38])=[CH:32][CH:31]=2)[CH2:29][CH2:28][CH2:27][CH2:26]1. The yield is 0.930. (3) The reactants are [S:1]1[CH:5]=[CH:4][CH:3]=[C:2]1[S:6]([NH:9][C:10]1[CH:11]=[C:12]([O:24][C:25]([F:28])([F:27])[F:26])[CH:13]=[C:14]2[C:18]=1[NH:17][C:16]([C:19]([O:21][CH2:22][CH3:23])=[O:20])=[CH:15]2)(=[O:8])=[O:7].[C:29](=O)([O-])[O-].[K+].[K+].CI.C(O)(=O)CC(CC(O)=O)(C(O)=O)O. The catalyst is CN(C)C=O. The product is [CH3:29][N:9]([S:6]([C:2]1[S:1][CH:5]=[CH:4][CH:3]=1)(=[O:7])=[O:8])[C:10]1[CH:11]=[C:12]([O:24][C:25]([F:27])([F:28])[F:26])[CH:13]=[C:14]2[C:18]=1[NH:17][C:16]([C:19]([O:21][CH2:22][CH3:23])=[O:20])=[CH:15]2. The yield is 0.660. (4) The reactants are C1(C(=[N:14][C:15]2[CH:20]=[CH:19][C:18]([C@H:21]3[CH2:26][CH2:25][C@H:24]([CH:27]([CH3:33])[C:28]([O:30][CH2:31][CH3:32])=[O:29])[CH2:23][CH2:22]3)=[CH:17][CH:16]=2)C2C=CC=CC=2)C=CC=CC=1. The catalyst is [Pd].C(O)C. The product is [NH2:14][C:15]1[CH:16]=[CH:17][C:18]([C@H:21]2[CH2:22][CH2:23][C@H:24]([CH:27]([CH3:33])[C:28]([O:30][CH2:31][CH3:32])=[O:29])[CH2:25][CH2:26]2)=[CH:19][CH:20]=1. The yield is 0.710. (5) The reactants are [Br:1][C:2]1[CH:7]=[C:6]([CH3:8])[CH:5]=[CH:4][C:3]=1[NH:9][C:10]1[N:14]([CH2:15][CH2:16][CH2:17][C:18](OCC)=[O:19])[C:13]2[C:23]([CH:28]([CH2:31][CH3:32])[CH2:29][CH3:30])=[CH:24][CH:25]=[C:26]([Cl:27])[C:12]=2[N:11]=1.[BH4-].[Li+]. The catalyst is O1CCCC1. The product is [Br:1][C:2]1[CH:7]=[C:6]([CH3:8])[CH:5]=[CH:4][C:3]=1[NH:9][C:10]1[N:14]([CH2:15][CH2:16][CH2:17][CH2:18][OH:19])[C:13]2[C:23]([CH:28]([CH2:31][CH3:32])[CH2:29][CH3:30])=[CH:24][CH:25]=[C:26]([Cl:27])[C:12]=2[N:11]=1. The yield is 0.790. (6) The reactants are [C:1]([O:5][C:6]1[CH:11]=[CH:10][C:9]([CH2:12][C@H:13]([NH:37]C(=O)OCC2C3C=CC=CC=3C3C2=CC=CC=3)[C:14]([N:16]([C@@H:28]([CH3:36])[CH:29]([O:33][CH2:34][CH3:35])[O:30][CH2:31][CH3:32])[CH2:17][C:18]2[CH:27]=[CH:26][CH:25]=[C:24]3[C:19]=2[N:20]=[CH:21][CH:22]=[N:23]3)=[O:15])=[CH:8][CH:7]=1)([CH3:4])([CH3:3])[CH3:2].N1CCCCC1. No catalyst specified. The product is [NH2:37][C@@H:13]([CH2:12][C:9]1[CH:8]=[CH:7][C:6]([O:5][C:1]([CH3:4])([CH3:3])[CH3:2])=[CH:11][CH:10]=1)[C:14]([N:16]([C@@H:28]([CH3:36])[CH:29]([O:33][CH2:34][CH3:35])[O:30][CH2:31][CH3:32])[CH2:17][C:18]1[CH:27]=[CH:26][CH:25]=[C:24]2[C:19]=1[N:20]=[CH:21][CH:22]=[N:23]2)=[O:15]. The yield is 0.710.